Dataset: Forward reaction prediction with 1.9M reactions from USPTO patents (1976-2016). Task: Predict the product of the given reaction. (1) Given the reactants [F:1][C:2]1[CH:7]=[CH:6][C:5]([C:8]2[C:9](N)=[N:10][CH:11]=[N:12][C:13]=2[N:14]2[CH2:19][CH2:18][CH:17]([C:20]3[N:21]([CH3:36])[CH:22]=[C:23]([C:25]4[CH:30]=[CH:29][C:28]([F:31])=[C:27]([C:32]([F:35])([F:34])[F:33])[CH:26]=4)[N:24]=3)[CH2:16][CH2:15]2)=[CH:4][CH:3]=1.BrC1C(N2CCC(C3N(C)C=C(C4C=CC(F)=C(C(F)(F)F)C=4)N=3)CC2)=NC=NC=1, predict the reaction product. The product is: [F:1][C:2]1[CH:3]=[CH:4][C:5]([C:8]2[C:13]([N:14]3[CH2:15][CH2:16][CH:17]([C:20]4[N:21]([CH3:36])[CH:22]=[C:23]([C:25]5[CH:30]=[CH:29][C:28]([F:31])=[C:27]([C:32]([F:33])([F:34])[F:35])[CH:26]=5)[N:24]=4)[CH2:18][CH2:19]3)=[N:12][CH:11]=[N:10][CH:9]=2)=[CH:6][CH:7]=1. (2) The product is: [NH:24]1[C:32]2[C:27](=[CH:28][CH:29]=[C:30]([NH:33][C:2]3[C:3]4[C:4](=[CH:12][NH:13][N:14]=4)[C:5]4[C:10]([CH3:11])=[N:9][S:8][C:6]=4[N:7]=3)[CH:31]=2)[CH:26]=[N:25]1. Given the reactants Cl[C:2]1[C:3]2[C:4](=[CH:12][N:13](CC3C=CC(OC)=CC=3)[N:14]=2)[C:5]2[C:10]([CH3:11])=[N:9][S:8][C:6]=2[N:7]=1.[NH:24]1[C:32]2[C:27](=[CH:28][CH:29]=[C:30]([NH2:33])[CH:31]=2)[CH:26]=[N:25]1.Cl, predict the reaction product. (3) Given the reactants [CH3:1][O:2][C:3]1[CH:4]=[C:5]2[C:10](=[CH:11][C:12]=1[N+:13]([O-])=O)[NH:9][C:8](=[O:16])[NH:7][C:6]2=[O:17].CO.C(O)(=O)C, predict the reaction product. The product is: [NH2:13][C:12]1[CH:11]=[C:10]2[C:5]([C:6](=[O:17])[NH:7][C:8](=[O:16])[NH:9]2)=[CH:4][C:3]=1[O:2][CH3:1]. (4) Given the reactants [Br:1][C:2]1[N:7]=[CH:6][C:5]([CH2:8]O)=[CH:4][CH:3]=1.S(Cl)([Cl:12])=O, predict the reaction product. The product is: [ClH:12].[Br:1][C:2]1[CH:3]=[CH:4][C:5]([CH2:8][Cl:12])=[CH:6][N:7]=1. (5) Given the reactants [CH3:1][N:2]1[C:6]([C:7]2[S:11][C:10]([S:12](Cl)(=[O:14])=[O:13])=[CH:9][CH:8]=2)=[CH:5][C:4]([C:16]([F:19])([F:18])[F:17])=[N:3]1.[NH2:20][C:21]1[CH:26]=[CH:25][C:24]([NH:27][C:28]([NH:30][C:31]2[CH:36]=[CH:35][CH:34]=[CH:33][CH:32]=2)=[O:29])=[C:23]([Cl:37])[CH:22]=1.N1C=CC=CC=1, predict the reaction product. The product is: [Cl:37][C:23]1[CH:22]=[C:21]([NH:20][S:12]([C:10]2[S:11][C:7]([C:6]3[N:2]([CH3:1])[N:3]=[C:4]([C:16]([F:19])([F:18])[F:17])[CH:5]=3)=[CH:8][CH:9]=2)(=[O:14])=[O:13])[CH:26]=[CH:25][C:24]=1[NH:27][C:28]([NH:30][C:31]1[CH:36]=[CH:35][CH:34]=[CH:33][CH:32]=1)=[O:29]. (6) Given the reactants O.[C:2]1([CH3:12])[CH:7]=CC(S(O)(=O)=O)=C[CH:3]=1.[CH3:13][O:14][C:15]1[CH:16]=[C:17]([CH:30]=[CH:31][C:32]=1[O:33][CH3:34])[C:18]([C:20]1[NH:24][N:23]=[N:22][C:21]=1[C:25]([O:27][CH2:28][CH3:29])=[O:26])=[O:19].C(N1C=CN=C1)(N1C=CN=C1)=O.FC(F)(F)[C:49]([OH:51])=[O:50].[CH:54]([OH:57])([CH3:56])[CH3:55], predict the reaction product. The product is: [CH3:13][O:14][C:15]1[CH:16]=[C:17]([CH:30]=[CH:31][C:32]=1[O:33][CH3:34])[C:18]([C:20]1[C:21]([C:25]([O:27][CH2:28][CH3:29])=[O:26])=[N:22][N:23]([CH:7]([O:51][C:49]([O:57][CH:54]([CH3:56])[CH3:55])=[O:50])[CH:2]([CH3:3])[CH3:12])[N:24]=1)=[O:19]. (7) Given the reactants Br[C:2]1[N:6]2[CH:7]=[CH:8][C:9]([C:11]([F:14])([F:13])[F:12])=[N:10][C:5]2=[N:4][CH:3]=1.[F:15][C:16]1[CH:21]=[CH:20][C:19](B2OC(C)(C)C(C)(C)O2)=[CH:18][C:17]=1[C:31]1[C:32]([C:37]#[N:38])=[CH:33][CH:34]=[CH:35][CH:36]=1, predict the reaction product. The product is: [F:15][C:16]1[CH:21]=[CH:20][C:19]([C:2]2[N:6]3[CH:7]=[CH:8][C:9]([C:11]([F:14])([F:13])[F:12])=[N:10][C:5]3=[N:4][CH:3]=2)=[CH:18][C:17]=1[C:31]1[C:32]([C:37]#[N:38])=[CH:33][CH:34]=[CH:35][CH:36]=1. (8) Given the reactants Cl[CH2:2][C:3]([NH:5][C:6]1[CH:15]=[CH:14][CH:13]=[C:12]2[C:7]=1[C:8](=[O:17])[NH:9][NH:10][C:11]2=[O:16])=[O:4].[OH-].[NH4+:19], predict the reaction product. The product is: [NH2:19][CH2:2][C:3]([NH:5][C:6]1[CH:15]=[CH:14][CH:13]=[C:12]2[C:7]=1[C:8](=[O:17])[NH:9][NH:10][C:11]2=[O:16])=[O:4].